Dataset: Catalyst prediction with 721,799 reactions and 888 catalyst types from USPTO. Task: Predict which catalyst facilitates the given reaction. (1) Reactant: Cl.[CH3:2][N:3]([CH3:10])[CH2:4][CH2:5][C:6](OC)=[O:7].O.[NH2:12][NH2:13]. Product: [CH3:2][N:3]([CH3:10])[CH2:4][CH2:5][C:6]([NH:12][NH2:13])=[O:7]. The catalyst class is: 5. (2) Reactant: CC1C=CC(S(O[CH2:12][CH2:13][O:14][CH2:15][CH2:16][C:17]([OH:20])([CH3:19])[CH3:18])(=O)=O)=CC=1.[CH:21]([N-:23][CH:24]=[O:25])=[O:22].[Na+]. Product: [CH:21]([N:23]([CH2:12][CH2:13][O:14][CH2:15][CH2:16][C:17]([OH:20])([CH3:18])[CH3:19])[CH:24]=[O:25])=[O:22]. The catalyst class is: 9. (3) The catalyst class is: 3. Reactant: [NH2:1][C:2]1[CH:3]=[C:4]([CH:17]=[C:18]([C:33]([F:36])([F:35])[F:34])[C:19]=1[N:20]1[CH2:25][CH2:24][N:23]([C:26]2[CH:31]=[CH:30][CH:29]=[CH:28][C:27]=2[CH3:32])[CH2:22][CH2:21]1)[C:5]([NH:7][CH2:8][CH2:9][CH2:10][N:11]1[CH2:15][CH2:14][CH2:13][C:12]1=[O:16])=[O:6].CN(C(ON1N=NC2C=CC=NC1=2)=[N+](C)C)C.F[P-](F)(F)(F)(F)F.C(N(CC)C(C)C)(C)C.[CH:70]1([C:73]2[O:74][CH:75]=[C:76]([C:78](O)=[O:79])[N:77]=2)[CH2:72][CH2:71]1.[Cl-].[Li+]. Product: [O:16]=[C:12]1[CH2:13][CH2:14][CH2:15][N:11]1[CH2:10][CH2:9][CH2:8][NH:7][C:5]([C:4]1[CH:17]=[C:18]([C:33]([F:36])([F:35])[F:34])[C:19]([N:20]2[CH2:25][CH2:24][N:23]([C:26]3[CH:31]=[CH:30][CH:29]=[CH:28][C:27]=3[CH3:32])[CH2:22][CH2:21]2)=[C:2]([NH:1][C:78]([C:76]2[N:77]=[C:73]([CH:70]3[CH2:72][CH2:71]3)[O:74][CH:75]=2)=[O:79])[CH:3]=1)=[O:6].